Dataset: Reaction yield outcomes from USPTO patents with 853,638 reactions. Task: Predict the reaction yield, written as a fraction of the theoretical maximum amount of product (1.0 means a 100% yield; for example, 0.34 means a 34% yield). The reactants are [CH3:1][O:2][C:3]1[CH:8]=[CH:7][C:6](B(O)O)=[CH:5][CH:4]=1.Br[C:13]1[CH:20]=[CH:19][C:16]([C:17]#[N:18])=[C:15]([F:21])[CH:14]=1.C([O-])([O-])=O.[Na+].[Na+].[OH-].[Na+]. The catalyst is C(O)C.C1C=CC=CC=1.C1C=CC([P]([Pd]([P](C2C=CC=CC=2)(C2C=CC=CC=2)C2C=CC=CC=2)([P](C2C=CC=CC=2)(C2C=CC=CC=2)C2C=CC=CC=2)[P](C2C=CC=CC=2)(C2C=CC=CC=2)C2C=CC=CC=2)(C2C=CC=CC=2)C2C=CC=CC=2)=CC=1. The product is [F:21][C:15]1[CH:14]=[C:13]([C:6]2[CH:7]=[CH:8][C:3]([O:2][CH3:1])=[CH:4][CH:5]=2)[CH:20]=[CH:19][C:16]=1[C:17]#[N:18]. The yield is 0.920.